From a dataset of Full USPTO retrosynthesis dataset with 1.9M reactions from patents (1976-2016). Predict the reactants needed to synthesize the given product. Given the product [CH3:1][O:2][C:3]1[CH:4]=[C:5]([NH:17][C:18]2[C:27]3[C:22](=[CH:23][CH:24]=[CH:25][C:26]=3[O:28][C@H:29]([CH3:33])[C:30]([N:45]3[CH2:46][CH2:47][CH2:48][C@@H:43]([OH:42])[CH2:44]3)=[O:31])[N:21]=[CH:20][N:19]=2)[CH:6]=[CH:7][C:8]=1[O:9][C:10]1[CH:11]=[N:12][C:13]([CH3:16])=[CH:14][CH:15]=1, predict the reactants needed to synthesize it. The reactants are: [CH3:1][O:2][C:3]1[CH:4]=[C:5]([NH:17][C:18]2[C:27]3[C:22](=[CH:23][CH:24]=[CH:25][C:26]=3[O:28][C@H:29]([CH3:33])[C:30](O)=[O:31])[N:21]=[CH:20][N:19]=2)[CH:6]=[CH:7][C:8]=1[O:9][C:10]1[CH:11]=[N:12][C:13]([CH3:16])=[CH:14][CH:15]=1.COC1C=C(NC2C3C(=CC=CC=3O[C@H](C)C(OC)=O)N=CN=2)C=CC=1[O:42][C:43]1[CH:44]=[N:45][C:46](C)=[CH:47][CH:48]=1.